The task is: Predict which catalyst facilitates the given reaction.. This data is from Catalyst prediction with 721,799 reactions and 888 catalyst types from USPTO. (1) Reactant: [C:1]([OH:10])(=[O:9])[CH2:2][CH2:3][CH2:4][CH2:5][C:6]([OH:8])=[O:7].[CH2:11]([O:17][CH2:18][CH2:19]O)[CH2:12][CH2:13][CH2:14][CH2:15][CH3:16].[OH2:21].[C:22]1([CH3:32])[CH:27]=[CH:26][C:25](S(O)(=O)=O)=[CH:24]C=1.[OH-].[Na+].[C:35]1([CH3:45])C=CC(S(O)(=O)=O)=CC=1. Product: [C:1]([O:10][CH2:19][CH2:18][O:17][CH2:11][CH2:12][CH2:13][CH2:14][CH2:15][CH3:16])(=[O:9])[CH2:2][CH2:3][CH2:4][CH2:5][C:6]([O:8][CH2:45][CH2:35][O:21][CH2:24][CH2:25][CH2:26][CH2:27][CH2:22][CH3:32])=[O:7]. The catalyst class is: 11. (2) Reactant: [Br:1][C:2]1[C:3]([F:9])=[C:4]([NH2:8])[CH:5]=[CH:6][CH:7]=1.[O:10]=[C:11]([CH3:17])[CH2:12][C:13](OC)=[O:14]. Product: [Br:1][C:2]1[C:3]([F:9])=[C:4]([NH:8][C:13](=[O:14])[CH2:12][C:11](=[O:10])[CH3:17])[CH:5]=[CH:6][CH:7]=1. The catalyst class is: 11.